Dataset: Peptide-MHC class I binding affinity with 185,985 pairs from IEDB/IMGT. Task: Regression. Given a peptide amino acid sequence and an MHC pseudo amino acid sequence, predict their binding affinity value. This is MHC class I binding data. (1) The peptide sequence is AVNAATYNR. The MHC is HLA-B35:01 with pseudo-sequence HLA-B35:01. The binding affinity (normalized) is 0.0847. (2) The peptide sequence is RTTLWCDVR. The MHC is HLA-B27:05 with pseudo-sequence HLA-B27:05. The binding affinity (normalized) is 0.0847. (3) The peptide sequence is AGGAAYASI. The MHC is H-2-Dd with pseudo-sequence H-2-Dd. The binding affinity (normalized) is 0. (4) The peptide sequence is ASFCGSPY. The MHC is HLA-A01:01 with pseudo-sequence HLA-A01:01. The binding affinity (normalized) is 0.636. (5) The peptide sequence is PHDPDFLVL. The MHC is HLA-B58:01 with pseudo-sequence HLA-B58:01. The binding affinity (normalized) is 0.0847. (6) The peptide sequence is VNMISRML. The MHC is H-2-Db with pseudo-sequence H-2-Db. The binding affinity (normalized) is 0. (7) The peptide sequence is ATSTRHPSK. The MHC is HLA-A31:01 with pseudo-sequence HLA-A31:01. The binding affinity (normalized) is 0.405. (8) The peptide sequence is VEPWLRGNQF. The MHC is HLA-B40:01 with pseudo-sequence HLA-B40:01. The binding affinity (normalized) is 0.239. (9) The peptide sequence is EEYNSHQV. The MHC is H-2-Kb with pseudo-sequence H-2-Kb. The binding affinity (normalized) is 0.0735.